This data is from Reaction yield outcomes from USPTO patents with 853,638 reactions. The task is: Predict the reaction yield, written as a fraction of the theoretical maximum amount of product (1.0 means a 100% yield; for example, 0.34 means a 34% yield). (1) The reactants are C([O:3][C:4](=[O:34])[C:5]1[CH:10]=[CH:9][CH:8]=[C:7]([NH:11][C:12]([C:14]2[N:18]3[N:19]=[C:20]([NH:24][CH2:25][C:26]4[CH:31]=[CH:30][C:29]([O:32][CH3:33])=[CH:28][CH:27]=4)[CH:21]=[C:22]([CH3:23])[C:17]3=[N:16][CH:15]=2)=[O:13])[CH:6]=1)C.[OH-].[K+]. The catalyst is C(O)C. The product is [CH3:33][O:32][C:29]1[CH:28]=[CH:27][C:26]([CH2:25][NH:24][C:20]2[CH:21]=[C:22]([CH3:23])[C:17]3[N:18]([C:14]([C:12]([NH:11][C:7]4[CH:6]=[C:5]([CH:10]=[CH:9][CH:8]=4)[C:4]([OH:34])=[O:3])=[O:13])=[CH:15][N:16]=3)[N:19]=2)=[CH:31][CH:30]=1. The yield is 0.720. (2) The reactants are C[O:2][C:3](=O)[C@@H:4]([NH:8][C:9]([O:11][CH2:12][CH:13]1[C:25]2[CH:24]=[CH:23][CH:22]=[CH:21][C:20]=2[C:19]2[C:14]1=[CH:15][CH:16]=[CH:17][CH:18]=2)=[O:10])[CH:5]1[CH2:7][O:6]1.N[C@H](C(O)=O)CCSC.[NH2:36][C@H:37]([C:39]([O:41][CH2:42][C:43]1[CH:48]=[CH:47][CH:46]=[CH:45][CH:44]=1)=[O:40])[CH3:38]. No catalyst specified. The product is [CH2:42]([O:41][C:39](=[O:40])[CH:37]([N:36]1[CH2:7][CH:5]([OH:6])[CH:4]([NH:8][C:9]([O:11][CH2:12][CH:13]2[C:25]3[CH:24]=[CH:23][CH:22]=[CH:21][C:20]=3[C:19]3[C:14]2=[CH:15][CH:16]=[CH:17][CH:18]=3)=[O:10])[C:3]1=[O:2])[CH3:38])[C:43]1[CH:48]=[CH:47][CH:46]=[CH:45][CH:44]=1. The yield is 0.100. (3) The product is [O:11]1[CH:10]=[CH:9][CH:13]=[C:12]1[CH:14]([OH:15])[CH2:3][C:4]([O:6][CH2:7][CH3:8])=[O:5]. The yield is 0.910. The reactants are Br[Zn][CH2:3][C:4]([O:6][CH2:7][CH3:8])=[O:5].[CH:9]1[CH:13]=[C:12]([CH:14]=[O:15])[O:11][CH:10]=1.Cl.C(OCC)(=O)C. The catalyst is C1COCC1. (4) The reactants are [O:1]=[C:2]1[N:10]([CH2:11][CH2:12][CH3:13])[C:9]2[N:8]=[C:7]([C:14]34[CH2:21][CH2:20][C:17]([C:22]([OH:24])=[O:23])([CH2:18][CH2:19]3)[CH2:16][CH2:15]4)[NH:6][C:5]=2[C:4](=[O:25])[N:3]1[CH2:26][CH2:27][CH3:28].CO.[C:31]([O-])(O)=O.[Na+]. The catalyst is OS(O)(=O)=O.CCOC(C)=O. The product is [CH3:31][O:23][C:22]([C:17]12[CH2:20][CH2:21][C:14]([C:7]3[NH:6][C:5]4[C:4](=[O:25])[N:3]([CH2:26][CH2:27][CH3:28])[C:2](=[O:1])[N:10]([CH2:11][CH2:12][CH3:13])[C:9]=4[N:8]=3)([CH2:19][CH2:18]1)[CH2:15][CH2:16]2)=[O:24]. The yield is 0.970. (5) The reactants are Br[CH2:2][C:3]1[N:4]=[C:5]([C:11]2[CH:16]=[CH:15][CH:14]=[C:13]([Cl:17])[CH:12]=2)[C:6]([O:9][CH3:10])=[N:7][CH:8]=1.[NH:18]1[CH:22]=[N:21][C:20]([C:23]([O:25][CH3:26])=[O:24])=[N:19]1.C(=O)([O-])[O-].[K+].[K+]. The catalyst is CC(C)=O.C(Cl)Cl. The product is [Cl:17][C:13]1[CH:12]=[C:11]([C:5]2[N:4]=[C:3]([CH2:2][N:18]3[CH:22]=[N:21][C:20]([C:23]([O:25][CH3:26])=[O:24])=[N:19]3)[CH:8]=[N:7][C:6]=2[O:9][CH3:10])[CH:16]=[CH:15][CH:14]=1. The yield is 0.440. (6) The reactants are Br[C:2]1[CH:3]=[C:4]2[C:9](=[CH:10][CH:11]=1)[N:8]=[CH:7][N:6]([C:12](=[O:16])[CH2:13][CH2:14][OH:15])[C:5]2=[O:17].[Cl:18][C:19]1[CH:24]=[CH:23][CH:22]=[C:21]([O:25][CH3:26])[C:20]=1B(O)O.C(=O)([O-])[O-].[K+].[K+].C1(P(C2C=CC=CC=2)C2C=CC=CC=2)C=CC=CC=1.C(=O)(O)[O-]. The catalyst is CN(C)C(=O)C.C(O)C.O.C1C=CC(/C=C/C(/C=C/C2C=CC=CC=2)=O)=CC=1.C1C=CC(/C=C/C(/C=C/C2C=CC=CC=2)=O)=CC=1.C1C=CC(/C=C/C(/C=C/C2C=CC=CC=2)=O)=CC=1.[Pd].[Pd].C(Cl)Cl. The product is [Cl:18][C:19]1[CH:24]=[CH:23][CH:22]=[C:21]([O:25][CH3:26])[C:20]=1[C:2]1[CH:3]=[C:4]2[C:9](=[CH:10][CH:11]=1)[N:8]=[CH:7][N:6]([C:12](=[O:16])[CH2:13][CH2:14][OH:15])[C:5]2=[O:17]. The yield is 0.243.